This data is from NCI-60 drug combinations with 297,098 pairs across 59 cell lines. The task is: Regression. Given two drug SMILES strings and cell line genomic features, predict the synergy score measuring deviation from expected non-interaction effect. (1) Drug 1: COC1=C(C=C2C(=C1)N=CN=C2NC3=CC(=C(C=C3)F)Cl)OCCCN4CCOCC4. Drug 2: CCC1(C2=C(COC1=O)C(=O)N3CC4=CC5=C(C=CC(=C5CN(C)C)O)N=C4C3=C2)O.Cl. Cell line: SK-MEL-5. Synergy scores: CSS=31.6, Synergy_ZIP=-5.16, Synergy_Bliss=3.44, Synergy_Loewe=4.56, Synergy_HSA=4.47. (2) Drug 1: CC(C)(C#N)C1=CC(=CC(=C1)CN2C=NC=N2)C(C)(C)C#N. Drug 2: C1=CC=C(C=C1)NC(=O)CCCCCCC(=O)NO. Cell line: OVCAR-5. Synergy scores: CSS=18.9, Synergy_ZIP=3.87, Synergy_Bliss=6.67, Synergy_Loewe=-11.5, Synergy_HSA=-11.1. (3) Drug 1: CS(=O)(=O)OCCCCOS(=O)(=O)C. Drug 2: CCN(CC)CCCC(C)NC1=C2C=C(C=CC2=NC3=C1C=CC(=C3)Cl)OC. Cell line: UACC62. Synergy scores: CSS=12.8, Synergy_ZIP=-0.871, Synergy_Bliss=7.49, Synergy_Loewe=4.97, Synergy_HSA=5.48. (4) Drug 1: CNC(=O)C1=CC=CC=C1SC2=CC3=C(C=C2)C(=NN3)C=CC4=CC=CC=N4. Drug 2: CCC1(CC2CC(C3=C(CCN(C2)C1)C4=CC=CC=C4N3)(C5=C(C=C6C(=C5)C78CCN9C7C(C=CC9)(C(C(C8N6C=O)(C(=O)OC)O)OC(=O)C)CC)OC)C(=O)OC)O.OS(=O)(=O)O. Cell line: KM12. Synergy scores: CSS=51.8, Synergy_ZIP=-2.37, Synergy_Bliss=-3.09, Synergy_Loewe=-10.3, Synergy_HSA=0.639. (5) Drug 1: CC1=C(C(=CC=C1)Cl)NC(=O)C2=CN=C(S2)NC3=CC(=NC(=N3)C)N4CCN(CC4)CCO. Drug 2: CCC1(C2=C(COC1=O)C(=O)N3CC4=CC5=C(C=CC(=C5CN(C)C)O)N=C4C3=C2)O.Cl. Cell line: UACC-257. Synergy scores: CSS=5.23, Synergy_ZIP=-4.92, Synergy_Bliss=-0.445, Synergy_Loewe=0.451, Synergy_HSA=0.513. (6) Drug 1: C1=CC(=CC=C1CC(C(=O)O)N)N(CCCl)CCCl.Cl. Drug 2: CN1C(=O)N2C=NC(=C2N=N1)C(=O)N. Cell line: UO-31. Synergy scores: CSS=1.89, Synergy_ZIP=-1.31, Synergy_Bliss=-2.33, Synergy_Loewe=-6.00, Synergy_HSA=-3.49. (7) Drug 1: CN(CC1=CN=C2C(=N1)C(=NC(=N2)N)N)C3=CC=C(C=C3)C(=O)NC(CCC(=O)O)C(=O)O. Synergy scores: CSS=65.5, Synergy_ZIP=2.86, Synergy_Bliss=4.04, Synergy_Loewe=-4.15, Synergy_HSA=6.59. Drug 2: CC1CCCC2(C(O2)CC(NC(=O)CC(C(C(=O)C(C1O)C)(C)C)O)C(=CC3=CSC(=N3)C)C)C. Cell line: SF-539. (8) Drug 1: COC1=C(C=C2C(=C1)N=CN=C2NC3=CC(=C(C=C3)F)Cl)OCCCN4CCOCC4. Drug 2: COC1=CC(=CC(=C1O)OC)C2C3C(COC3=O)C(C4=CC5=C(C=C24)OCO5)OC6C(C(C7C(O6)COC(O7)C8=CC=CS8)O)O. Cell line: MOLT-4. Synergy scores: CSS=74.7, Synergy_ZIP=0.0785, Synergy_Bliss=-0.380, Synergy_Loewe=-7.33, Synergy_HSA=1.79. (9) Drug 1: C1CCC(C1)C(CC#N)N2C=C(C=N2)C3=C4C=CNC4=NC=N3. Drug 2: CC1=C(C=C(C=C1)C(=O)NC2=CC(=CC(=C2)C(F)(F)F)N3C=C(N=C3)C)NC4=NC=CC(=N4)C5=CN=CC=C5. Cell line: SK-MEL-5. Synergy scores: CSS=-8.14, Synergy_ZIP=9.42, Synergy_Bliss=2.36, Synergy_Loewe=-23.1, Synergy_HSA=-16.1. (10) Drug 1: COC1=NC(=NC2=C1N=CN2C3C(C(C(O3)CO)O)O)N. Drug 2: CCCCC(=O)OCC(=O)C1(CC(C2=C(C1)C(=C3C(=C2O)C(=O)C4=C(C3=O)C=CC=C4OC)O)OC5CC(C(C(O5)C)O)NC(=O)C(F)(F)F)O. Cell line: MDA-MB-435. Synergy scores: CSS=37.5, Synergy_ZIP=9.77, Synergy_Bliss=12.7, Synergy_Loewe=10.6, Synergy_HSA=12.7.